The task is: Predict the product of the given reaction.. This data is from Forward reaction prediction with 1.9M reactions from USPTO patents (1976-2016). (1) The product is: [CH2:6]([N:8]([CH2:9][CH3:10])[CH2:2][C:3]([NH2:5])=[O:4])[CH3:7]. Given the reactants Br[CH2:2][C:3]([NH2:5])=[O:4].[CH2:6]([NH:8][CH2:9][CH3:10])[CH3:7], predict the reaction product. (2) The product is: [CH2:18]([O:17][C:15]([N:11]1[CH2:12][CH2:13][CH2:14][CH:9]([NH:8][C:6]([O:5][C:1]([CH3:3])([CH3:4])[CH3:2])=[O:7])[CH:10]1[CH2:25][C:26]([OH:28])=[O:27])=[O:16])[C:19]1[CH:20]=[CH:21][CH:22]=[CH:23][CH:24]=1. Given the reactants [C:1]([O:5][C:6]([NH:8][CH:9]1[CH2:14][CH2:13][CH2:12][N:11]([C:15]([O:17][CH2:18][C:19]2[CH:24]=[CH:23][CH:22]=[CH:21][CH:20]=2)=[O:16])[CH:10]1[CH2:25][C:26]([O:28]CC)=[O:27])=[O:7])([CH3:4])([CH3:3])[CH3:2].C(O)C.[OH-].[Na+].Cl, predict the reaction product. (3) The product is: [CH3:46][C:42]1[CH:41]=[C:40]([C:16]2[C:15]3[C:19](=[CH:20][C:12]4[NH:11][C:50](=[O:51])[CH2:49][CH2:48][CH2:47][C:13]=4[CH:14]=3)[N:18]([C:21]([C:22]3[CH:27]=[CH:26][CH:25]=[CH:24][CH:23]=3)([C:28]3[CH:29]=[CH:30][CH:31]=[CH:32][CH:33]=3)[C:34]3[CH:35]=[CH:36][CH:37]=[CH:38][CH:39]=3)[N:17]=2)[CH:45]=[CH:44][N:55]=1. Given the reactants [Li+].C[Si]([N-][Si](C)(C)C)(C)C.[NH2:11][C:12]1[CH:20]=[C:19]2[C:15]([C:16]([C:40]3[CH:45]=[CH:44]N=[C:42]([CH3:46])[CH:41]=3)=[N:17][N:18]2[C:21]([C:34]2[CH:39]=[CH:38][CH:37]=[CH:36][CH:35]=2)([C:28]2[CH:33]=[CH:32][CH:31]=[CH:30][CH:29]=2)[C:22]2[CH:27]=[CH:26][CH:25]=[CH:24][CH:23]=2)=[CH:14][C:13]=1[CH2:47][CH2:48][CH2:49][C:50](OCC)=[O:51].[NH4+:55].[Cl-], predict the reaction product. (4) Given the reactants C1(P(C2CCCCC2)C2CCCCC2)CCCCC1.[CH3:20][S:21]([O:24][C:25]1[CH:30]=[C:29]([O:31][CH3:32])[CH:28]=[C:27](Cl)[CH:26]=1)(=[O:23])=[O:22].[CH3:34][C:35]1([CH3:51])[C:39]([CH3:41])([CH3:40])[O:38][B:37]([B:37]2[O:38][C:39]([CH3:41])([CH3:40])[C:35]([CH3:51])([CH3:34])[O:36]2)[O:36]1.C([O-])(=O)C.[K+], predict the reaction product. The product is: [CH3:20][S:21]([O:24][C:25]1[CH:26]=[C:27]([B:37]2[O:38][C:39]([CH3:41])([CH3:40])[C:35]([CH3:51])([CH3:34])[O:36]2)[CH:28]=[C:29]([O:31][CH3:32])[CH:30]=1)(=[O:23])=[O:22]. (5) Given the reactants Br[C:2]1[CH:25]=[CH:24][C:23]([N+:26]([O-:28])=[O:27])=[CH:22][C:3]=1[C:4]([N:6]1[CH2:11][CH2:10][N:9]([C:12]2[CH:17]=[CH:16][C:15]([C:18](=[O:20])[CH3:19])=[CH:14][C:13]=2[F:21])[CH2:8][CH2:7]1)=[O:5].[CH3:29][C:30]1[CH:35]=[CH:34][C:33](B(O)O)=[CH:32][CH:31]=1.C(=O)([O-])[O-].[Na+].[Na+], predict the reaction product. The product is: [F:21][C:13]1[CH:14]=[C:15]([C:18](=[O:20])[CH3:19])[CH:16]=[CH:17][C:12]=1[N:9]1[CH2:8][CH2:7][N:6]([C:4]([C:3]2[C:2]([C:33]3[CH:34]=[CH:35][C:30]([CH3:29])=[CH:31][CH:32]=3)=[CH:25][CH:24]=[C:23]([N+:26]([O-:28])=[O:27])[CH:22]=2)=[O:5])[CH2:11][CH2:10]1. (6) Given the reactants C(C1C=CC(C(NC2C=CC(C3C=C4C(CN([C@@H](C(C)C)C(O)=O)C4=O)=CC=3)=NC=2)=O)=CC=1)(C)(C)C.[Cl:37][C:38]1[CH:43]=[C:42]([NH:44][C:45](=[O:57])[C:46]2[CH:51]=[CH:50][C:49]([CH2:52][CH2:53][CH2:54][CH2:55][CH3:56])=[CH:48][CH:47]=2)[CH:41]=[CH:40][C:39]=1[C:58]1[CH:66]=[C:65]2[C:61]([CH2:62][N:63]([C@@H:68]([CH:73]([CH3:75])[CH3:74])[C:69]([O:71]C)=[O:70])[C:64]2=[O:67])=[CH:60][CH:59]=1, predict the reaction product. The product is: [Cl:37][C:38]1[CH:43]=[C:42]([NH:44][C:45](=[O:57])[C:46]2[CH:51]=[CH:50][C:49]([CH2:52][CH2:53][CH2:54][CH2:55][CH3:56])=[CH:48][CH:47]=2)[CH:41]=[CH:40][C:39]=1[C:58]1[CH:66]=[C:65]2[C:61]([CH2:62][N:63]([C@@H:68]([CH:73]([CH3:74])[CH3:75])[C:69]([OH:71])=[O:70])[C:64]2=[O:67])=[CH:60][CH:59]=1. (7) Given the reactants [CH2:1]1[C:9]2[C:4](=[CH:5][C:6]([NH:10][CH:11]3[CH2:16][CH2:15][N:14]([CH2:17][C:18]4[CH:23]=[CH:22][N:21]=[C:20]([C:24]5[CH:29]=[C:28]([O:30][CH3:31])[C:27]([O:32][CH3:33])=[C:26]([O:34][CH3:35])[CH:25]=5)[CH:19]=4)[CH2:13][CH2:12]3)=[CH:7][CH:8]=2)[CH2:3][CH2:2]1.[CH3:36][O:37][C:38]1[CH:39]=[C:40]([C:48]2[CH:55]=[CH:54][C:51]([CH2:52][Cl:53])=[CH:50][CH:49]=2)[CH:41]=[C:42]([O:46][CH3:47])[C:43]=1[O:44][CH3:45], predict the reaction product. The product is: [ClH:53].[ClH:53].[CH2:1]1[C:9]2[C:4](=[CH:5][C:6]([N:10]([CH:11]3[CH2:12][CH2:13][N:14]([CH2:17][C:18]4[CH:23]=[CH:22][N:21]=[C:20]([C:24]5[CH:29]=[C:28]([O:30][CH3:31])[C:27]([O:32][CH3:33])=[C:26]([O:34][CH3:35])[CH:25]=5)[CH:19]=4)[CH2:15][CH2:16]3)[CH2:52][C:51]3[CH:54]=[CH:55][C:48]([C:40]4[CH:41]=[C:42]([O:46][CH3:47])[C:43]([O:44][CH3:45])=[C:38]([O:37][CH3:36])[CH:39]=4)=[CH:49][CH:50]=3)=[CH:7][CH:8]=2)[CH2:3][CH2:2]1. (8) Given the reactants [C:1]([O:5][C:6](=[O:29])[NH:7][C:8]([CH3:28])([CH3:27])[CH2:9][C:10]1[C:18]2[C:13](=[C:14]([O:19]CC3C=CC=CC=3)[CH:15]=[CH:16][CH:17]=2)[NH:12][CH:11]=1)([CH3:4])([CH3:3])[CH3:2], predict the reaction product. The product is: [C:1]([O:5][C:6](=[O:29])[NH:7][C:8]([CH3:28])([CH3:27])[CH2:9][C:10]1[C:18]2[C:13](=[C:14]([OH:19])[CH:15]=[CH:16][CH:17]=2)[NH:12][CH:11]=1)([CH3:4])([CH3:2])[CH3:3]. (9) Given the reactants [OH:1][C:2]1[CH:11]=[C:10]2[C:5]([C:6]([NH:12][C:13]3[CH:14]=[C:15]4[C:19](=[CH:20][CH:21]=3)[NH:18][C:17]([CH3:22])=[CH:16]4)=[N:7][CH:8]=[N:9]2)=[CH:4][C:3]=1[O:23][CH3:24].[CH3:25][N:26]1[CH:30]=[N:29][N:28]=[C:27]1[S:31][CH2:32][CH2:33][CH2:34]O, predict the reaction product. The product is: [CH3:24][O:23][C:3]1[CH:4]=[C:5]2[C:10](=[CH:11][C:2]=1[O:1][CH2:34][CH2:33][CH2:32][S:31][C:27]1[N:26]([CH3:25])[CH:30]=[N:29][N:28]=1)[N:9]=[CH:8][N:7]=[C:6]2[NH:12][C:13]1[CH:14]=[C:15]2[C:19](=[CH:20][CH:21]=1)[NH:18][C:17]([CH3:22])=[CH:16]2.